From a dataset of Peptide-MHC class I binding affinity with 185,985 pairs from IEDB/IMGT. Regression. Given a peptide amino acid sequence and an MHC pseudo amino acid sequence, predict their binding affinity value. This is MHC class I binding data. (1) The peptide sequence is ARLGKGYMF. The MHC is HLA-A24:02 with pseudo-sequence HLA-A24:02. The binding affinity (normalized) is 0.0847. (2) The MHC is Patr-A0101 with pseudo-sequence Patr-A0101. The peptide sequence is GSGHTTNFA. The binding affinity (normalized) is 0. (3) The peptide sequence is GLQGIYVLV. The MHC is HLA-B57:01 with pseudo-sequence HLA-B57:01. The binding affinity (normalized) is 0.213. (4) The peptide sequence is KLWAQCVQL. The MHC is HLA-A68:01 with pseudo-sequence HLA-A68:01. The binding affinity (normalized) is 0. (5) The peptide sequence is RMLDTSEKY. The MHC is HLA-A03:01 with pseudo-sequence HLA-A03:01. The binding affinity (normalized) is 0.213. (6) The peptide sequence is TLLVDLLWL. The MHC is HLA-A24:02 with pseudo-sequence HLA-A24:02. The binding affinity (normalized) is 0.0919.